Predict the product of the given reaction. From a dataset of Forward reaction prediction with 1.9M reactions from USPTO patents (1976-2016). Given the reactants C([O:3][C:4]([C:6]1([CH2:19][CH2:20][CH2:21][NH:22][C:23]2[CH:28]=[CH:27][C:26]([Br:29])=[CH:25][C:24]=2[CH3:30])[CH2:11][CH2:10][N:9]([C:12]([O:14][C:15]([CH3:18])([CH3:17])[CH3:16])=[O:13])[CH2:8][CH2:7]1)=O)C.CC([O-])(C)C.[Na+], predict the reaction product. The product is: [C:15]([O:14][C:12]([N:9]1[CH2:10][CH2:11][C:6]2([C:4](=[O:3])[N:22]([C:23]3[CH:28]=[CH:27][C:26]([Br:29])=[CH:25][C:24]=3[CH3:30])[CH2:21][CH2:20][CH2:19]2)[CH2:7][CH2:8]1)=[O:13])([CH3:16])([CH3:18])[CH3:17].